Dataset: Peptide-MHC class II binding affinity with 134,281 pairs from IEDB. Task: Regression. Given a peptide amino acid sequence and an MHC pseudo amino acid sequence, predict their binding affinity value. This is MHC class II binding data. (1) The peptide sequence is YRKILRQRKIDRLID. The MHC is DRB4_0101 with pseudo-sequence DRB4_0103. The binding affinity (normalized) is 0.871. (2) The peptide sequence is YDFNKLTALAVSQLT. The MHC is DRB4_0101 with pseudo-sequence DRB4_0103. The binding affinity (normalized) is 0.524. (3) The peptide sequence is SGIAFGSMAKKGDEQ. The MHC is DRB1_1001 with pseudo-sequence DRB1_1001. The binding affinity (normalized) is 0.297. (4) The peptide sequence is EICPAVKRDVDLFLTGT. The MHC is HLA-DQA10101-DQB10501 with pseudo-sequence HLA-DQA10101-DQB10501. The binding affinity (normalized) is 0.247.